Task: Predict the reaction yield, written as a fraction of the theoretical maximum amount of product (1.0 means a 100% yield; for example, 0.34 means a 34% yield).. Dataset: Reaction yield outcomes from USPTO patents with 853,638 reactions (1) The reactants are [OH-:1].[Na+].[CH2:3]([C:5]1[C:9]([O:10][C:11]2[CH:18]=[C:17](C)[C:14]([C:15]#[N:16])=[C:13](C)[CH:12]=2)=[C:8]([CH2:21][CH3:22])[N:7]([CH2:23][CH2:24][O:25]C)[N:6]=1)[CH3:4]. The catalyst is CO. The product is [C:15]([C:14]1[CH:13]=[CH:12][C:11]([O:10][C:9]2[C:5]([CH2:3][CH3:4])=[N:6][N:7]([CH2:23][C:24]([OH:25])=[O:1])[C:8]=2[CH2:21][CH3:22])=[CH:18][CH:17]=1)#[N:16]. The yield is 0.950. (2) The reactants are [Cl:1][C:2]1[C:7]([O:8]C)=[CH:6][C:5]([I:10])=[CH:4][C:3]=1[O:11]C.B(Br)(Br)Br.O. The catalyst is C(Cl)Cl. The product is [Cl:1][C:2]1[C:7]([OH:8])=[CH:6][C:5]([I:10])=[CH:4][C:3]=1[OH:11]. The yield is 0.640. (3) The reactants are [NH2:1][C:2]1[NH:3][C:4](=[O:46])[C:5]2[S:10][C:9](=[O:11])[N:8]([C@@H:12]3[O:34][C@H:33]([CH2:35][O:36]C(=O)C4C=CC=CC=4)[C@@H:23]([O:24]C(=O)C4C=CC=CC=4)[C@@:13]3([CH3:45])[O:14]C(=O)C3C=CC=CC=3)[C:6]=2[N:7]=1.N. The catalyst is CO. The product is [NH2:1][C:2]1[NH:3][C:4](=[O:46])[C:5]2[S:10][C:9](=[O:11])[N:8]([C@@H:12]3[O:34][C@H:33]([CH2:35][OH:36])[C@@H:23]([OH:24])[C@@:13]3([CH3:45])[OH:14])[C:6]=2[N:7]=1. The yield is 0.340. (4) The reactants are [Cl:1][C:2]1[CH:15]=[C:14]([CH:16]=[CH2:17])[CH:13]=[CH:12][C:3]=1[CH2:4][NH:5][C:6]1[CH:11]=[CH:10][CH:9]=[CH:8][N:7]=1.Br[CH:19]([C:24]1[CH:25]=[C:26]([Cl:32])[C:27]([Cl:31])=[C:28]([Cl:30])[CH:29]=1)[C:20]([F:23])([F:22])[F:21].N1C=CC=CC=1C1C=CC=CN=1. The catalyst is ClC1C=CC=CC=1Cl.Cl[Cu]. The product is [Cl:1][C:2]1[CH:15]=[C:14](/[CH:16]=[CH:17]/[CH:19]([C:24]2[CH:25]=[C:26]([Cl:32])[C:27]([Cl:31])=[C:28]([Cl:30])[CH:29]=2)[C:20]([F:22])([F:21])[F:23])[CH:13]=[CH:12][C:3]=1[CH2:4][NH:5][C:6]1[CH:11]=[CH:10][CH:9]=[CH:8][N:7]=1. The yield is 0.350. (5) The reactants are [Cl:1][C:2]1[CH:7]=[CH:6][C:5]([C@@H:8]2[CH2:12][NH:11]C(=O)[C@H:9]2[C:14]([O:16]C)=[O:15])=[CH:4][CH:3]=1.Cl. The catalyst is ClC1C=CC=CC=1Cl. The product is [NH2:11][CH2:12][C@@H:8]([C:5]1[CH:4]=[CH:3][C:2]([Cl:1])=[CH:7][CH:6]=1)[CH2:9][C:14]([OH:16])=[O:15]. The yield is 0.840. (6) The reactants are [H-].[Na+].[O:3]1[CH2:7][CH2:6][CH2:5][CH2:4]1.[CH2:8](Br)[C:9]1[CH:14]=[CH:13][CH:12]=[CH:11][CH:10]=1. The catalyst is O. The product is [CH2:4]=[CH:5][CH2:6][CH:7]([O:3][CH2:8][C:9]1[CH:14]=[CH:13][CH:12]=[CH:11][CH:10]=1)[CH2:4][CH2:5][CH2:6][CH3:7]. The yield is 0.680.